Dataset: Catalyst prediction with 721,799 reactions and 888 catalyst types from USPTO. Task: Predict which catalyst facilitates the given reaction. (1) Reactant: [CH3:1][NH:2][C:3]1[N:8]=[CH:7][C:6]2[N:9]=[CH:10][N:11]([CH3:12])[C:5]=2[CH:4]=1.Br[C:14]1[CH:23]=[CH:22][C:17]([C:18]([O:20][CH3:21])=[O:19])=[CH:16][C:15]=1[CH3:24].C(=CC(C=CC1C=CC=CC=1)=O)C1C=CC=CC=1.C1(P(C2C=CC=CC=2)C2C3OC4C(=CC=CC=4P(C4C=CC=CC=4)C4C=CC=CC=4)C(C)(C)C=3C=CC=2)C=CC=CC=1.CC(C)([O-])C.[Na+]. Product: [CH3:24][C:15]1[CH:16]=[C:17]([CH:22]=[CH:23][C:14]=1[N:2]([CH3:1])[C:3]1[N:8]=[CH:7][C:6]2[N:9]=[CH:10][N:11]([CH3:12])[C:5]=2[CH:4]=1)[C:18]([O:20][CH3:21])=[O:19]. The catalyst class is: 12. (2) Reactant: [H-].[Na+].[Cl:3][C:4]1[CH:9]=[C:8]([O:10][CH3:11])[CH:7]=[CH:6][C:5]=1[CH2:12][C:13]([C:15]1[CH:26]=[CH:25][C:18]2[N:19]([CH3:24])[C:20](=[O:23])[N:21]([CH3:22])[C:17]=2[CH:16]=1)=[O:14].[CH3:27]I.O. The catalyst class is: 3. Product: [Cl:3][C:4]1[CH:9]=[C:8]([O:10][CH3:11])[CH:7]=[CH:6][C:5]=1[CH:12]([CH3:27])[C:13]([C:15]1[CH:26]=[CH:25][C:18]2[N:19]([CH3:24])[C:20](=[O:23])[N:21]([CH3:22])[C:17]=2[CH:16]=1)=[O:14]. (3) Reactant: [F:1][C:2]([F:11])([F:10])[CH:3]1[CH2:8][CH2:7][C:6](=[O:9])[CH2:5][CH2:4]1.[Li+].C[Si]([N-][Si](C)(C)C)(C)C.C1C=CC(N([S:29]([C:32]([F:35])([F:34])[F:33])(=[O:31])=[O:30])[S:29]([C:32]([F:35])([F:34])[F:33])(=[O:31])=[O:30])=CC=1. Product: [F:33][C:32]([F:35])([F:34])[S:29]([O:9][C:6]1[CH2:7][CH2:8][CH:3]([C:2]([F:10])([F:11])[F:1])[CH2:4][CH:5]=1)(=[O:31])=[O:30]. The catalyst class is: 1. (4) Reactant: Br[CH2:2][C:3]([O:5][C:6]([CH3:9])([CH3:8])[CH3:7])=[O:4].[CH2:10]([NH2:17])[C:11]1[CH:16]=[CH:15][CH:14]=[CH:13][CH:12]=1. Product: [C:6]([O:5][C:3](=[O:4])[CH2:2][NH:17][CH2:10][C:11]1[CH:16]=[CH:15][CH:14]=[CH:13][CH:12]=1)([CH3:9])([CH3:8])[CH3:7]. The catalyst class is: 23. (5) Reactant: [NH2:1][C:2]1[CH:11]=[CH:10][CH:9]=[C:8]2[C:3]=1[CH:4]=[CH:5][CH:6]=[C:7]2[OH:12].C(=O)([O-])O.[Na+].[C:18](Cl)(Cl)=[S:19].[C:22]([C:26]1[CH:33]=[CH:32][C:29]([CH2:30][NH2:31])=[CH:28][CH:27]=1)([CH3:25])([CH3:24])[CH3:23]. Product: [C:22]([C:26]1[CH:27]=[CH:28][C:29]([CH2:30][NH:31][C:18]([NH:1][C:2]2[C:3]3[C:8](=[C:7]([OH:12])[CH:6]=[CH:5][CH:4]=3)[CH:9]=[CH:10][CH:11]=2)=[S:19])=[CH:32][CH:33]=1)([CH3:25])([CH3:23])[CH3:24]. The catalyst class is: 2. (6) Reactant: C([O:5][C:6](=[O:28])[CH2:7][N:8]1[C:16]2[C:11](=[CH:12][C:13]([CH2:17][CH2:18][C:19]3[N:24]=[CH:23][CH:22]=[CH:21][N:20]=3)=[CH:14][CH:15]=2)[C:10]([C:25](=[O:27])[CH3:26])=[N:9]1)(C)(C)C.C(O)(C(F)(F)F)=O. Product: [C:25]([C:10]1[C:11]2[C:16](=[CH:15][CH:14]=[C:13]([CH2:17][CH2:18][C:19]3[N:24]=[CH:23][CH:22]=[CH:21][N:20]=3)[CH:12]=2)[N:8]([CH2:7][C:6]([OH:28])=[O:5])[N:9]=1)(=[O:27])[CH3:26]. The catalyst class is: 2. (7) Reactant: Br[CH2:2][C:3]1[CH:12]=[CH:11][C:6]([C:7]([O:9][CH3:10])=[O:8])=[CH:5][CH:4]=1.[CH3:13][NH:14][CH3:15]. Product: [CH3:13][N:14]([CH2:2][C:3]1[CH:12]=[CH:11][C:6]([C:7]([O:9][CH3:10])=[O:8])=[CH:5][CH:4]=1)[CH3:15]. The catalyst class is: 5. (8) Reactant: [C:1](/[C:3](=[C:7](/[N:9]1[CH2:15][CH2:14][CH2:13][N:12]([C:16]2[CH:21]=[CH:20][C:19]([O:22][CH3:23])=[CH:18][CH:17]=2)[CH2:11][CH2:10]1)\[CH3:8])/[C:4](=[S:6])[NH2:5])#[N:2].CO[CH:26](OC)[N:27]([CH3:29])[CH3:28]. Product: [C:1](/[C:3](=[C:7](/[N:9]1[CH2:15][CH2:14][CH2:13][N:12]([C:16]2[CH:17]=[CH:18][C:19]([O:22][CH3:23])=[CH:20][CH:21]=2)[CH2:11][CH2:10]1)\[CH3:8])/[C:4](=[S:6])/[N:5]=[CH:26]/[N:27]([CH3:29])[CH3:28])#[N:2]. The catalyst class is: 8. (9) Reactant: [NH2:1][C:2]1[C:11]2=[CH:12][N:13]([CH:15]3[O:19][CH:18]([C:20](C4C=CC=CC=4)(C4C=CC=CC=4)[O:21][SiH2]C(C)(C)C)[CH:17]([O:39][C:40](=[O:44])[CH:41]([CH3:43])[CH3:42])[C:16]3([OH:46])[CH3:45])[N:14]=[C:9]3[C:10]2=[C:4]([C:5](=[O:47])[NH:6][N:7]=[CH:8]3)[CH:3]=1.CCCC[N+](CCCC)(CCCC)CCCC.[F-]. Product: [NH2:1][C:2]1[C:11]2=[CH:12][N:13]([CH:15]3[O:19][CH:18]([CH2:20][OH:21])[CH:17]([O:39][C:40](=[O:44])[CH:41]([CH3:43])[CH3:42])[C:16]3([OH:46])[CH3:45])[N:14]=[C:9]3[C:10]2=[C:4]([C:5](=[O:47])[NH:6][N:7]=[CH:8]3)[CH:3]=1. The catalyst class is: 1.